Task: Predict the product of the given reaction.. Dataset: Forward reaction prediction with 1.9M reactions from USPTO patents (1976-2016) (1) Given the reactants [CH2:1]([NH:5][C:6]1[C:14]2[N:13]=[CH:12][N:11]([C:15]3[CH:23]=[CH:22][C:18]([C:19]([OH:21])=O)=[CH:17][CH:16]=3)[C:10]=2[CH:9]=[C:8]([C:24]2[CH:29]=[CH:28][CH:27]=[CH:26][CH:25]=2)[CH:7]=1)[CH:2]([CH3:4])[CH3:3].CN(C(ON1N=NC2[CH:41]=[CH:42][CH:43]=[N:44]C1=2)=[N+](C)C)C.F[P-](F)(F)(F)(F)F.C(N(CC)C(C)C)(C)C, predict the reaction product. The product is: [CH:43]1([NH:44][C:19](=[O:21])[C:18]2[CH:17]=[CH:16][C:15]([N:11]3[C:10]4[CH:9]=[C:8]([C:24]5[CH:25]=[CH:26][CH:27]=[CH:28][CH:29]=5)[CH:7]=[C:6]([NH:5][CH2:1][CH:2]([CH3:3])[CH3:4])[C:14]=4[N:13]=[CH:12]3)=[CH:23][CH:22]=2)[CH2:41][CH2:42]1. (2) The product is: [Cl:1][C:2]1[CH:3]=[CH:4][C:5]2[N:11]([CH2:12][C:13]3[CH:18]=[CH:17][C:16]([O:19][CH3:20])=[CH:15][C:14]=3[O:21][CH3:22])[C:10](=[O:23])[CH:9]([CH2:24][C:25]3[O:26][C:29]([CH2:30][CH2:31][C:32]([O:34][CH3:35])=[O:33])=[CH:28][N:27]=3)[CH2:8][CH:7]([C:37]3[CH:42]=[CH:41][CH:40]=[C:39]([O:43][CH3:44])[C:38]=3[O:45][CH3:46])[C:6]=2[CH:47]=1. Given the reactants [Cl:1][C:2]1[CH:3]=[CH:4][C:5]2[N:11]([CH2:12][C:13]3[CH:18]=[CH:17][C:16]([O:19][CH3:20])=[CH:15][C:14]=3[O:21][CH3:22])[C:10](=[O:23])[CH:9]([CH2:24][C:25]([NH:27][CH2:28][C:29](=O)[CH2:30][CH2:31][C:32]([O:34][CH3:35])=[O:33])=[O:26])[CH2:8][CH:7]([C:37]3[CH:42]=[CH:41][CH:40]=[C:39]([O:43][CH3:44])[C:38]=3[O:45][CH3:46])[C:6]=2[CH:47]=1.P(Cl)(Cl)(Cl)=O.C(=O)(O)[O-].[Na+], predict the reaction product. (3) Given the reactants [Cl:1][C:2]1[C:7]([N:8]2[C:12]([OH:13])=[CH:11][C:10]([C:14]([O:16][CH2:17][CH3:18])=[O:15])=[N:9]2)=[CH:6][CH:5]=[CH:4][N:3]=1.C(N(CC)CC)C.C1C=CC(N([S:33]([C:36]([F:39])([F:38])[F:37])(=[O:35])=[O:34])[S:33]([C:36]([F:39])([F:38])[F:37])(=[O:35])=[O:34])=CC=1, predict the reaction product. The product is: [Cl:1][C:2]1[C:7]([N:8]2[C:12]([O:13][S:33]([C:36]([F:39])([F:38])[F:37])(=[O:35])=[O:34])=[CH:11][C:10]([C:14]([O:16][CH2:17][CH3:18])=[O:15])=[N:9]2)=[CH:6][CH:5]=[CH:4][N:3]=1. (4) Given the reactants [CH2:1]([N:8]1[CH2:13][CH2:12][CH:11]([C:14]([O:16][CH2:17][CH3:18])=[O:15])[C:10](=[O:19])[CH2:9]1)[C:2]1[CH:7]=[CH:6][CH:5]=[CH:4][CH:3]=1.[Li], predict the reaction product. The product is: [CH2:1]([N:8]1[CH2:13][CH2:12][CH:11]([C:14]([O:16][CH2:17][CH3:18])=[O:15])[CH:10]([OH:19])[CH2:9]1)[C:2]1[CH:3]=[CH:4][CH:5]=[CH:6][CH:7]=1. (5) Given the reactants [CH3:1][O:2][C:3]1[CH:27]=[C:26]([O:28][CH3:29])[CH:25]=[CH:24][C:4]=1[CH2:5][N:6]1[C:9](=[O:10])[C@@H:8]([NH:11][C:12](=[O:21])[O:13][CH2:14][C:15]2[CH:20]=[CH:19][CH:18]=[CH:17][CH:16]=2)[C@H:7]1[CH2:22][OH:23].[CH3:30][S:31](Cl)(=[O:33])=[O:32], predict the reaction product. The product is: [CH3:30][S:31]([O:23][CH2:22][C@@H:7]1[C@H:8]([NH:11][C:12]([O:13][CH2:14][C:15]2[CH:20]=[CH:19][CH:18]=[CH:17][CH:16]=2)=[O:21])[C:9](=[O:10])[N:6]1[CH2:5][C:4]1[CH:24]=[CH:25][C:26]([O:28][CH3:29])=[CH:27][C:3]=1[O:2][CH3:1])(=[O:33])=[O:32]. (6) Given the reactants CO[Si](OC)(OC)[C@H:4]1[CH2:9][C@H]2C[C@@H:5]1C[C@@H]2[Si](OC)(OC)OC.F.[K].[O:24]1[CH2:28][CH2:27][CH2:26][CH2:25]1.OO.NC(N)=[O:33], predict the reaction product. The product is: [C@@H:27]12[CH2:9][C@@H:4]([C@@H:25]([OH:33])[CH2:26]1)[CH2:5][C@@H:28]2[OH:24]. (7) Given the reactants [CH3:1][C:2]1([CH3:22])[O:6][C@@H:5]2[CH2:7][CH2:8][CH2:9][C@@H:10]([N:11]3C(=O)C4C(=CC=CC=4)C3=O)[C@@H:4]2[O:3]1.NN, predict the reaction product. The product is: [CH3:1][C:2]1([CH3:22])[O:6][C@@H:5]2[CH2:7][CH2:8][CH2:9][C@@H:10]([NH2:11])[C@@H:4]2[O:3]1.